Dataset: Full USPTO retrosynthesis dataset with 1.9M reactions from patents (1976-2016). Task: Predict the reactants needed to synthesize the given product. (1) Given the product [NH2:21][C@@:20]([C:15]1[CH:14]=[CH:13][C:12]2[C:17](=[CH:18][CH:19]=[C:10]([O:9][C@H:6]3[CH2:5][CH2:4][C@@H:3]([CH2:1][CH3:2])[CH2:8][CH2:7]3)[CH:11]=2)[CH:16]=1)([CH3:26])[CH2:24][OH:23], predict the reactants needed to synthesize it. The reactants are: [CH2:1]([C@@H:3]1[CH2:8][CH2:7][C@H:6]([O:9][C:10]2[CH:11]=[C:12]3[C:17](=[CH:18][CH:19]=2)[CH:16]=[C:15]([C@:20]2([CH3:26])[CH2:24][O:23]C(=O)[NH:21]2)[CH:14]=[CH:13]3)[CH2:5][CH2:4]1)[CH3:2].C(O)C.O.[OH-].[Li+]. (2) Given the product [CH2:19]([N:4]([CH2:1][CH2:2][CH3:3])[CH2:5][CH2:6][CH2:7][CH2:8][NH:9][CH2:10][C:11]1[CH:12]=[CH:13][C:14]([CH2:15][NH2:16])=[CH:17][CH:18]=1)[CH2:20][CH3:21], predict the reactants needed to synthesize it. The reactants are: [CH2:1]([N:4]([CH2:19][CH2:20][CH3:21])[CH2:5][CH2:6][CH2:7][CH2:8][NH:9][CH2:10][C:11]1[CH:18]=[CH:17][C:14]([C:15]#[N:16])=[CH:13][CH:12]=1)[CH2:2][CH3:3].C[O-].[Na+].CO.[H][H]. (3) The reactants are: [O:1]1[CH2:3][CH:2]1[CH2:4][CH2:5][O:6][C:7]1[CH:14]=[CH:13][C:10]([C:11]#[N:12])=[CH:9][CH:8]=1.[NH3:15]. Given the product [NH2:15][CH2:3][CH:2]([OH:1])[CH2:4][CH2:5][O:6][C:7]1[CH:14]=[CH:13][C:10]([C:11]#[N:12])=[CH:9][CH:8]=1, predict the reactants needed to synthesize it. (4) Given the product [CH2:1]([C:9]1[CH:10]=[CH:11][C:12]([C:13]([OH:15])=[O:14])=[CH:16][CH:17]=1)[C:2]1[CH:3]=[CH:4][CH:5]=[CH:6][CH:7]=1, predict the reactants needed to synthesize it. The reactants are: [C:1]([C:9]1[CH:17]=[CH:16][C:12]([C:13]([OH:15])=[O:14])=[CH:11][CH:10]=1)(=O)[C:2]1[CH:7]=[CH:6][CH:5]=[CH:4][CH:3]=1.C([SiH](CC)CC)C. (5) Given the product [Cl:1][C:2]1[CH:3]=[CH:4][C:5]([N:24]([CH2:25][CH3:26])[CH2:28][CH3:29])=[C:6]2[C:10]=1[N:9]=[C:8]1[N:11]([C:16]3[CH:21]=[CH:20][C:19]([Cl:22])=[CH:18][C:17]=3[Cl:23])[CH2:12][CH2:13][CH2:14][CH2:15][N:7]21, predict the reactants needed to synthesize it. The reactants are: [Cl:1][C:2]1[CH:3]=[CH:4][C:5]([NH2:24])=[C:6]2[C:10]=1[N:9]=[C:8]1[N:11]([C:16]3[CH:21]=[CH:20][C:19]([Cl:22])=[CH:18][C:17]=3[Cl:23])[CH2:12][CH2:13][CH2:14][CH2:15][N:7]21.[CH:25](=O)[CH3:26].[C:28](O[BH-](OC(=O)C)OC(=O)C)(=O)[CH3:29].[Na+].